This data is from Reaction yield outcomes from USPTO patents with 853,638 reactions. The task is: Predict the reaction yield, written as a fraction of the theoretical maximum amount of product (1.0 means a 100% yield; for example, 0.34 means a 34% yield). (1) The reactants are [CH3:1][C:2]1[NH:3][C:4]2[C:9]([C:10]=1[CH2:11][C:12]([O:14]CC)=O)=[CH:8][C:7]([CH3:17])=[CH:6][CH:5]=2.[CH2:18]([NH2:21])[CH2:19][NH2:20]. No catalyst specified. The product is [NH2:20][CH2:19][CH2:18][NH:21][C:12](=[O:14])[CH2:11][C:10]1[C:9]2[C:4](=[CH:5][CH:6]=[C:7]([CH3:17])[CH:8]=2)[NH:3][C:2]=1[CH3:1]. The yield is 0.390. (2) The catalyst is CN(C=O)C. The reactants are [S:1]1[CH:5]=[CH:4][CH:3]=[C:2]1[CH2:6][NH:7][C:8]([C:10]1[CH:25]=[C:13]2[CH:14]=[C:15]([C:19]3[CH:24]=[CH:23][CH:22]=[CH:21][CH:20]=3)[CH:16]=[C:17](Cl)[N:12]2[N:11]=1)=[O:9].[NH:26]1[CH2:31][CH2:30][O:29][CH2:28][CH2:27]1. The product is [S:1]1[CH:5]=[CH:4][CH:3]=[C:2]1[CH2:6][NH:7][C:8]([C:10]1[CH:25]=[C:13]2[CH:14]=[C:15]([C:19]3[CH:24]=[CH:23][CH:22]=[CH:21][CH:20]=3)[CH:16]=[C:17]([N:26]3[CH2:31][CH2:30][O:29][CH2:28][CH2:27]3)[N:12]2[N:11]=1)=[O:9]. The yield is 0.550. (3) The product is [Cl:14][C:13]1[C:3]2[CH2:2][N:29]([CH:27]([C:24]3[CH:25]=[N:26][C:21]([O:20][CH2:19][CH:16]4[CH2:18][CH2:17]4)=[C:22]([CH3:30])[CH:23]=3)[CH3:28])[C:5](=[O:7])[C:4]=2[CH:10]=[CH:11][N:12]=1. No catalyst specified. The reactants are Br[CH2:2][C:3]1[C:13]([Cl:14])=[N:12][CH:11]=[CH:10][C:4]=1[C:5]([O:7]CC)=O.Cl.[CH:16]1([CH2:19][O:20][C:21]2[N:26]=[CH:25][C:24]([CH:27]([NH2:29])[CH3:28])=[CH:23][C:22]=2[CH3:30])[CH2:18][CH2:17]1. The yield is 0.950. (4) The reactants are Br[C:2]1[CH:10]=[CH:9][CH:8]=[C:7]2[C:3]=1[CH2:4][NH:5][C:6]2=[O:11].[CH3:12][C:13]1([CH3:29])[C:17]([CH3:19])([CH3:18])[O:16][B:15]([B:15]2[O:16][C:17]([CH3:19])([CH3:18])[C:13]([CH3:29])([CH3:12])[O:14]2)[O:14]1.C([O-])(=O)C.[K+].C(Cl)Cl. The catalyst is CN(C=O)C. The product is [CH3:12][C:13]1([CH3:29])[C:17]([CH3:19])([CH3:18])[O:16][B:15]([C:2]2[CH:10]=[CH:9][CH:8]=[C:7]3[C:3]=2[CH2:4][NH:5][C:6]3=[O:11])[O:14]1. The yield is 0.350.